Dataset: Forward reaction prediction with 1.9M reactions from USPTO patents (1976-2016). Task: Predict the product of the given reaction. (1) Given the reactants O1CCCCC1O[C:8]1[CH:13]=[CH:12][C:11]([C:14]#[C:15][C:16]2[CH:21]=[CH:20][C:19]([C:22]([F:25])([F:24])[F:23])=[CH:18][CH:17]=2)=[CH:10][CH:9]=1.C(Cl)Cl.CC1C=CC(S(O)(=O)=[O:37])=CC=1, predict the reaction product. The product is: [OH:37][C:9]1[CH:8]=[CH:13][CH:12]=[C:11]([C:14]#[C:15][C:16]2[CH:21]=[CH:20][C:19]([C:22]([F:25])([F:24])[F:23])=[CH:18][CH:17]=2)[CH:10]=1. (2) Given the reactants [Cl:1][C:2]1[CH:7]=[CH:6][CH:5]=[CH:4][C:3]=1[CH2:8][C:9]([OH:11])=O.F[P-](F)(F)(F)(F)F.N1(OC(N(C)C)=[N+](C)C)C2N=CC=CC=2N=N1.C(N(C(C)C)CC)(C)C.[OH:45][CH2:46][C@H:47]1[CH2:56][C:55]2[C:50](=[CH:51][CH:52]=[CH:53][C:54]=2[CH2:57][CH2:58][C:59]([CH3:62])([OH:61])[CH3:60])[C@H:49]([CH3:63])[NH:48]1, predict the reaction product. The product is: [Cl:1][C:2]1[CH:7]=[CH:6][CH:5]=[CH:4][C:3]=1[CH2:8][C:9]([N:48]1[C@@H:47]([CH2:46][OH:45])[CH2:56][C:55]2[C:50](=[CH:51][CH:52]=[CH:53][C:54]=2[CH2:57][CH2:58][C:59]([OH:61])([CH3:60])[CH3:62])[C@@H:49]1[CH3:63])=[O:11]. (3) The product is: [F:1][C:2]1[CH:3]=[C:4]2[C:8](=[CH:9][CH:10]=1)[NH:7][C:6](=[O:11])[C:5]2=[CH:12][C:13]1[CH:14]=[C:15]([CH:27]=[CH:28][CH:29]=1)[C:16]([NH:18][CH2:19][CH2:20][CH2:21][CH2:22][CH2:23][C:24]([NH:48][C:47]1[CH:46]=[CH:45][CH:44]=[CH:43][C:51]=1[NH2:50])=[O:25])=[O:17]. Given the reactants [F:1][C:2]1[CH:3]=[C:4]2[C:8](=[CH:9][CH:10]=1)[NH:7][C:6](=[O:11])[C:5]2=[CH:12][C:13]1[CH:14]=[C:15]([CH:27]=[CH:28][CH:29]=1)[C:16]([NH:18][CH2:19][CH2:20][CH2:21][CH2:22][CH2:23][C:24](O)=[O:25])=[O:17].Cl.C(N=C=NCCCN(C)C)C.O[C:43]1[C:51]2[N:50]=N[NH:48][C:47]=2[CH:46]=[CH:45][CH:44]=1.C(N(CC)CC)C.C1(N)C=CC=CC=1N, predict the reaction product. (4) Given the reactants [C:1]([NH2:5])([CH3:4])([CH3:3])[CH3:2].Br[CH2:7][C:8]([O:10][CH3:11])=[O:9], predict the reaction product. The product is: [CH3:11][O:10][C:8](=[O:9])[CH2:7][NH:5][C:1]([CH3:4])([CH3:3])[CH3:2]. (5) Given the reactants [F:1][C:2]1[CH:7]=[CH:6][C:5]([Mg]Br)=[CH:4][CH:3]=1.C([O:12][C:13](=O)[NH:14][C:15]1[CH:20]=[CH:19][CH:18]=[CH:17][C:16]=1[C:21]#[N:22])C.[Cl-].[NH4+].O, predict the reaction product. The product is: [F:1][C:2]1[CH:7]=[CH:6][C:5]([C:21]2[C:16]3[C:15](=[CH:20][CH:19]=[CH:18][CH:17]=3)[NH:14][C:13](=[O:12])[N:22]=2)=[CH:4][CH:3]=1. (6) Given the reactants C(=O)([O-])O.[Na+].Cl.[CH2:7]([NH:14][CH2:15][CH2:16][NH:17][C:18]1[CH:23]=[CH:22][C:21]([CH:24]([CH3:26])[CH3:25])=[CH:20][CH:19]=1)[C:8]1[CH:13]=[CH:12][CH:11]=[CH:10][CH:9]=1.C(N(CC)CC)C.Br[CH:35]([CH2:41]Br)[C:36]([O:38][CH2:39][CH3:40])=[O:37], predict the reaction product. The product is: [CH2:7]([N:14]1[CH2:15][CH2:16][N:17]([C:18]2[CH:23]=[CH:22][C:21]([CH:24]([CH3:26])[CH3:25])=[CH:20][CH:19]=2)[CH:35]([C:36]([O:38][CH2:39][CH3:40])=[O:37])[CH2:41]1)[C:8]1[CH:9]=[CH:10][CH:11]=[CH:12][CH:13]=1. (7) Given the reactants C(O/[CH:6]=[CH:7]/[C:8]1[C:13]([CH3:14])=[CH:12][N:11]=[C:10]([Cl:15])[N:9]=1)CCC.[I-].[NH2:17][N+:18]1[CH:23]=[CH:22][CH:21]=[CH:20][CH:19]=1.C(=O)([O-])[O-].[K+].[K+], predict the reaction product. The product is: [Cl:15][C:10]1[N:9]=[C:8]([C:7]2[CH:6]=[N:17][N:18]3[CH:23]=[CH:22][CH:21]=[CH:20][C:19]=23)[C:13]([CH3:14])=[CH:12][N:11]=1.